Dataset: Reaction yield outcomes from USPTO patents with 853,638 reactions. Task: Predict the reaction yield, written as a fraction of the theoretical maximum amount of product (1.0 means a 100% yield; for example, 0.34 means a 34% yield). The reactants are [CH3:1][O:2][C:3]1[CH:8]=[CH:7][C:6]([C:9]#[CH:10])=[CH:5][CH:4]=1.I[C:12]1[CH:17]=[CH:16][C:15]([C:18]#[C:19][Si:20]([CH3:23])([CH3:22])[CH3:21])=[CH:14][CH:13]=1. The catalyst is C1COCC1.C(N(CC)CC)C.[Cu]I.Cl[Pd](Cl)([P](C1C=CC=CC=1)(C1C=CC=CC=1)C1C=CC=CC=1)[P](C1C=CC=CC=1)(C1C=CC=CC=1)C1C=CC=CC=1. The product is [CH3:21][Si:20]([C:19]#[C:18][C:15]1[CH:16]=[CH:17][C:12]([C:10]#[C:9][C:6]2[CH:7]=[CH:8][C:3]([O:2][CH3:1])=[CH:4][CH:5]=2)=[CH:13][CH:14]=1)([CH3:22])[CH3:23]. The yield is 0.987.